From a dataset of Reaction yield outcomes from USPTO patents with 853,638 reactions. Predict the reaction yield, written as a fraction of the theoretical maximum amount of product (1.0 means a 100% yield; for example, 0.34 means a 34% yield). (1) The product is [C:3]([C:24]1[C:23]2[N:30]=[C:31]([C:32]3[CH:37]=[CH:36][C:35]([OH:38])=[CH:34][CH:33]=3)[S:40][C:22]=2[CH:27]=[C:26]([OH:28])[CH:25]=1)#[N:10]. The reactants are BrC1C=C(OC)C=C[C:3]=1[NH:10]C(=O)C1C=CC(OC)=CC=1.Br[C:22]1[CH:27]=[C:26]([O:28]C)[CH:25]=[CH:24][C:23]=1[NH:30][C:31](=[S:40])[C:32]1[CH:37]=[CH:36][C:35]([O:38]C)=[CH:34][CH:33]=1.COC1C=CC(P2(SP(C3C=CC(OC)=CC=3)(=S)S2)=S)=CC=1. The yield is 0.980. The catalyst is ClC1C=CC=CC=1.C(OCC)(=O)C. (2) The reactants are [C:1]([C:3]1[C:4]([C:24]([F:27])([F:26])[F:25])=[N:5][N:6]([C:14]2[N:19]=[CH:18][C:17]([S:20]([NH2:23])(=[O:22])=[O:21])=[CH:16][CH:15]=2)[C:7]=1[NH:8][CH2:9][C:10]([CH3:13])([CH3:12])[CH3:11])#[N:2].[C:28](O[C:28](=[O:31])[CH2:29][CH3:30])(=[O:31])[CH2:29][CH3:30].C(N(CC)CC)C.[Na:44].[OH-].[Na+]. The catalyst is C(Cl)Cl.C(O)C. The product is [Na:44].[C:28]([NH:23][S:20]([C:17]1[CH:18]=[N:19][C:14]([N:6]2[C:7]([NH:8][CH2:9][C:10]([CH3:13])([CH3:12])[CH3:11])=[C:3]([C:1]#[N:2])[C:4]([C:24]([F:26])([F:27])[F:25])=[N:5]2)=[CH:15][CH:16]=1)(=[O:21])=[O:22])(=[O:31])[CH2:29][CH3:30]. The yield is 0.800.